Dataset: Experimentally validated miRNA-target interactions with 360,000+ pairs, plus equal number of negative samples. Task: Binary Classification. Given a miRNA mature sequence and a target amino acid sequence, predict their likelihood of interaction. (1) The miRNA is hsa-miR-98-5p with sequence UGAGGUAGUAAGUUGUAUUGUU. The protein sequence of the target gene is MAGQDSGNLKTVRLWRDAALRARKLRSNLRQLTLSCPGAGGDPLESPDAPQLVLPANIGDIEVLNLGNNGLEDVPEGLGSALGSLRVLVLRRNRFARLPPAVAELGHHLTELDVSHNRLTILGAEVVSALRELRKLNLSHNQLPALPAQLGALAHLEELDVSFNRLAHLPDSFSCLNHLRTLDVDHNQLTAFPQQLLQLAALEELDVSSNRLRGLPEDISALRALKILWLSGAELGTLPRGFCELASLESLMLDNNGLQALPDEFSRLQRLKMLNLSSNLFEEFPAALLPLAGLEELYLS.... Result: 0 (no interaction). (2) The miRNA is hsa-miR-4667-3p with sequence UCCCUCCUUCUGUCCCCACAG. The protein sequence of the target gene is MAASGGRACVRSLRGGVLWRSSPCHYESTATRHFLGTLQKLPLQAGVRNFHTAPVRSLFLLRPVPILLATGGGYAGYRQYEKYRERKLEKLGLEIPPKLASHWEVSLYKSVPTRLLSRACGRLNQVELPYWLRRPVYSLYIWTFGVNMTEAAVEDLHHYRNLSEFFRRKLKPQARPVCGLHCVTSPSDGKILTFGQVKNSEVEQVKGVTYSLESFLGPRANTEDLPFPPASSSDSFRNQLVTREGNELYHCVIYLAPGDYHCFHSPTDWTISHRRHFPGSLMSVNPGMARWIKELFCHNE.... Result: 0 (no interaction). (3) The miRNA is hsa-miR-320e with sequence AAAGCUGGGUUGAGAAGG. The protein sequence of the target gene is MKLLWQVTVHHHTWNAILLPFVYLTAQVWILCAAIAAAASAGPQNCPSVCSCSNQFSKVVCTRRGLSEVPQGIPSNTRYLNLMENNIQMIQADTFRHLHHLEVLQLGRNSIRQIEVGAFNGLASLNTLELFDNWLTVIPSGAFEYLSKLRELWLRNNPIESIPSYAFNRVPSLMRLDLGELKKLEYISEGAFEGLFNLKYLNLGMCNIKDMPNLTPLVGLEELEMSGNHFPEIRPGSFHGLSSLKKLWVMNSQVSLIERNAFDGLASLVELNLAHNNLSSLPHDLFTPLRYLVELHLHHN.... Result: 0 (no interaction).